The task is: Predict the reaction yield, written as a fraction of the theoretical maximum amount of product (1.0 means a 100% yield; for example, 0.34 means a 34% yield).. This data is from Reaction yield outcomes from USPTO patents with 853,638 reactions. (1) The reactants are [C:1]([O:4][C@H:5]1[C@H:18]([O:19]C(=O)C)[C@@H:17]([CH2:23][O:24][C:25](=[O:27])[CH3:26])[O:16][C@@H:7]([S:8][C:9]2[CH:14]=[CH:13][C:12]([CH3:15])=[CH:11][CH:10]=2)[C@@H:6]1[NH:28][C:29]([O:31][CH2:32][C:33]([Cl:36])([Cl:35])[Cl:34])=[O:30])(=[O:3])[CH3:2].C[O-].[Na+].N1[CH:45]=[CH:44][CH:43]=[CH:42][CH:41]=1.C(Cl)([C:48]1[CH:53]=[CH:52]C=[CH:50][CH:49]=1)=O. The catalyst is CO.CN(C1C=CN=CC=1)C.C(Cl)Cl. The product is [C:1]([O:4][C@H:5]1[C@H:18]([OH:19])[C@@H:17]([CH2:23][O:24][C:25](=[O:27])[C:26]2[CH:52]=[CH:53][CH:48]=[CH:49][CH:50]=2)[O:16][C@@H:7]([S:8][C:9]2[CH:10]=[CH:11][C:12]([CH3:15])=[CH:13][CH:14]=2)[C@@H:6]1[NH:28][C:29]([O:31][CH2:32][C:33]([Cl:36])([Cl:35])[Cl:34])=[O:30])(=[O:3])[C:2]1[CH:45]=[CH:44][CH:43]=[CH:42][CH:41]=1. The yield is 0.560. (2) The reactants are C([NH:4][C@:5]1([C:22](NC(C)(C)C)=[O:23])[C@@H:9]([CH2:10][CH2:11][CH2:12][B:13]2[O:17]C(C)(C)C(C)(C)[O:14]2)[CH2:8][NH:7][CH2:6]1)(=O)C.S([O-])([O-])(=O)=O.[Na+].[Na+].C([N:46]1[CH2:51][CH2:50][CH2:49][CH2:48][CH:47]1[CH:52]=O)(OCC1C=CC=CC=1)=O.C(O[BH-](OC(=O)C)OC(=O)C)(=[O:56])C.[Na+].C(=O)([O-])[O-].[Na+].[Na+]. The catalyst is ClCCCl.C(O)(=O)C. The product is [NH2:4][C@:5]1([C:22]([OH:23])=[O:56])[C@@H:9]([CH2:10][CH2:11][CH2:12][B:13]([OH:14])[OH:17])[CH2:8][N:7]([CH2:52][CH:47]2[CH2:48][CH2:49][CH2:50][CH2:51][NH:46]2)[CH2:6]1. The yield is 0.740.